Dataset: Full USPTO retrosynthesis dataset with 1.9M reactions from patents (1976-2016). Task: Predict the reactants needed to synthesize the given product. (1) Given the product [Cl:26][C:25]1[CH:10]=[CH:11][C:12]([CH2:13][NH:14][C@@H:15]([C:17]2[CH:18]=[CH:19][CH:20]=[CH:21][CH:22]=2)[CH3:16])=[CH:23][C:24]=1[NH:8][CH2:7][C:2]1[CH:3]=[CH:4][CH:5]=[CH:6][N:1]=1, predict the reactants needed to synthesize it. The reactants are: [N:1]1[CH:6]=[CH:5][CH:4]=[CH:3][C:2]=1[CH2:7][NH2:8].Br[C:10]1[CH:11]=[C:12]([CH:23]=[CH:24][C:25]=1[Cl:26])[CH2:13][NH:14][C@@H:15]([C:17]1[CH:22]=[CH:21][CH:20]=[CH:19][CH:18]=1)[CH3:16].CC([O-])(C)C.[Na+].C1(P(C2C=CC=CC=2)C2C=CC3C(=CC=CC=3)C=2C2C3C(=CC=CC=3)C=CC=2P(C2C=CC=CC=2)C2C=CC=CC=2)C=CC=CC=1. (2) Given the product [CH3:15][C:13]1[C:12]([O:16][C:17]2[N:21]([CH3:22])[N:20]=[C:19]([CH3:23])[C:18]=2[CH3:24])=[CH:11][C:3]([O:4][C@@H:5]([CH3:10])[C:6]([O:8][CH3:9])=[O:7])=[C:2]([B:25]2[O:29][C:28]([CH3:31])([CH3:30])[C:27]([CH3:33])([CH3:32])[O:26]2)[CH:14]=1, predict the reactants needed to synthesize it. The reactants are: Br[C:2]1[CH:14]=[C:13]([CH3:15])[C:12]([O:16][C:17]2[N:21]([CH3:22])[N:20]=[C:19]([CH3:23])[C:18]=2[CH3:24])=[CH:11][C:3]=1[O:4][C@@H:5]([CH3:10])[C:6]([O:8][CH3:9])=[O:7].[B:25]1([B:25]2[O:29][C:28]([CH3:31])([CH3:30])[C:27]([CH3:33])([CH3:32])[O:26]2)[O:29][C:28]([CH3:31])([CH3:30])[C:27]([CH3:33])([CH3:32])[O:26]1.C([O-])(=O)C.[K+]. (3) Given the product [CH3:1][C:2]1[N:3]=[C:4]([C:7]2[CH:8]=[CH:9][C:10]([C:13]([F:16])([F:14])[F:15])=[CH:11][CH:12]=2)[O:5][C:6]=1[S:32][C:28]1[CH:27]=[C:26]([CH2:25][C:22]([OH:24])=[O:23])[CH:31]=[CH:30][CH:29]=1, predict the reactants needed to synthesize it. The reactants are: [CH3:1][C:2]1[N:3]=[C:4]([C:7]2[CH:12]=[CH:11][C:10]([C:13]([F:16])([F:15])[F:14])=[CH:9][CH:8]=2)[O:5][CH:6]=1.C([Li])(CC)C.[C:22]([CH2:25][C:26]1[CH:27]=[C:28]([S:32][S:32][C:28]2[CH:27]=[C:26]([CH2:25][C:22]([OH:24])=[O:23])[CH:31]=[CH:30][CH:29]=2)[CH:29]=[CH:30][CH:31]=1)([OH:24])=[O:23].Cl. (4) Given the product [CH:44]1([CH2:43][N:39]([CH:40]2[CH2:42][CH2:41]2)[C:37]([CH2:36][NH:34][C@@H:10]2[CH2:9][NH:8][CH2:12][C@H:11]2[CH2:13][N:14]([CH:31]([CH3:33])[CH3:32])[C:15](=[O:30])[C:16]2[CH:21]=[CH:20][C:19]([O:22][CH3:23])=[C:18]([O:24][CH2:25][CH2:26][CH2:27][O:28][CH3:29])[CH:17]=2)=[O:38])[CH2:49][CH2:48][CH2:47][CH2:46][CH2:45]1, predict the reactants needed to synthesize it. The reactants are: C(OC([N:8]1[CH2:12][C@@H:11]([CH2:13][N:14]([CH:31]([CH3:33])[CH3:32])[C:15](=[O:30])[C:16]2[CH:21]=[CH:20][C:19]([O:22][CH3:23])=[C:18]([O:24][CH2:25][CH2:26][CH2:27][O:28][CH3:29])[CH:17]=2)[C@H:10]([NH2:34])[CH2:9]1)=O)(C)(C)C.Cl[CH2:36][C:37]([N:39]([CH2:43][CH:44]1[CH2:49][CH2:48][CH2:47][CH2:46][CH2:45]1)[CH:40]1[CH2:42][CH2:41]1)=[O:38].[Cl-].CC#N.O. (5) The reactants are: [P:1]([O-:12])([O:7][C:8]([CH3:11])([CH3:10])[CH3:9])[O:2][C:3]([CH3:6])([CH3:5])[CH3:4].[H-].[Na+].[CH3:15][C:16]1([CH3:35])[O:34][C:20]2[C:21]([CH3:33])=[N:22][C:23]([C:27]3[CH:32]=[CH:31][CH:30]=[CH:29][CH:28]=3)=[C:24]([CH:25]=[O:26])[C:19]=2[CH2:18][O:17]1. Given the product [C:3]([O:2][P:1]([CH:25]([OH:26])[C:24]1[C:23]([C:27]2[CH:28]=[CH:29][CH:30]=[CH:31][CH:32]=2)=[N:22][C:21]([CH3:33])=[C:20]2[O:34][C:16]([CH3:15])([CH3:35])[O:17][CH2:18][C:19]=12)(=[O:12])[O:7][C:8]([CH3:11])([CH3:10])[CH3:9])([CH3:5])([CH3:6])[CH3:4], predict the reactants needed to synthesize it. (6) Given the product [CH4:1].[CH:27]1[C:32]2[CH2:33][C@H:34]3[N:39]([CH2:40][CH:41]4[CH2:43][CH2:42]4)[CH2:38][CH2:37][C@:36]45[C@H:44]([C:46]([CH2:48][CH2:49][C@@:35]34[OH:50])=[O:47])[O:45][C:30]([C:31]=25)=[C:29]([OH:51])[CH:28]=1, predict the reactants needed to synthesize it. The reactants are: [CH:1]1C2C[C@H]3N(CC4CC4)CC[C@]45[C@H](C(CC[C@@]34O)=O)OC(C=25)=C(O)C=1.C.[CH:27]1[C:32]2[CH2:33][C@H:34]3[N:39]([CH2:40][CH:41]4[CH2:43][CH2:42]4)[CH2:38][CH2:37][C@:36]45[C@H:44]([C:46]([CH2:48][CH2:49][C@@:35]34[OH:50])=[O:47])[O:45][C:30]([C:31]=25)=[C:29]([OH:51])[CH:28]=1.Cl. (7) Given the product [F:29][C:23]1[CH:24]=[CH:25][C:26]([F:28])=[CH:27][C:22]=1[CH2:21][NH:20][C:18]([N:15]1[CH2:16][CH2:17][CH:12]([NH:11][C:10]2[CH:9]=[CH:8][C:7]([CH2:6][CH2:5][NH:4][CH2:60][C@H:58]([OH:59])[CH2:57][O:56][C:53]3[CH:54]=[CH:55][C:50]([OH:49])=[CH:51][CH:52]=3)=[CH:31][CH:30]=2)[CH2:13][CH2:14]1)=[O:19], predict the reactants needed to synthesize it. The reactants are: C(O)=O.[NH2:4][CH2:5][CH2:6][C:7]1[CH:31]=[CH:30][C:10]([NH:11][CH:12]2[CH2:17][CH2:16][N:15]([C:18]([NH:20][CH2:21][C:22]3[CH:27]=[C:26]([F:28])[CH:25]=[CH:24][C:23]=3[F:29])=[O:19])[CH2:14][CH2:13]2)=[CH:9][CH:8]=1.C([Si]([O:49][C:50]1[CH:55]=[CH:54][C:53]([O:56][CH2:57][CH:58]2[CH2:60][O:59]2)=[CH:52][CH:51]=1)(C1C=CC=CC=1)C1C=CC=CC=1)(C)(C)C. (8) Given the product [CH:35]1([CH2:34][N:11]2[C:12]3[C:17](=[CH:16][C:15]([C:19]([N:21]4[CH2:22][CH2:23][N:24]([CH:27]([CH3:28])[CH3:29])[CH2:25][CH2:26]4)=[O:20])=[CH:14][CH:13]=3)[CH:18]=[C:10]2[C:8]([N:5]2[CH2:6][CH2:7][C:2]([F:1])([F:30])[CH2:3][CH2:4]2)=[O:9])[CH2:38][CH2:37][CH2:36]1, predict the reactants needed to synthesize it. The reactants are: [F:1][C:2]1([F:30])[CH2:7][CH2:6][N:5]([C:8]([C:10]2[NH:11][C:12]3[C:17]([CH:18]=2)=[CH:16][C:15]([C:19]([N:21]2[CH2:26][CH2:25][N:24]([CH:27]([CH3:29])[CH3:28])[CH2:23][CH2:22]2)=[O:20])=[CH:14][CH:13]=3)=[O:9])[CH2:4][CH2:3]1.[H-].[Na+].Br[CH2:34][CH:35]1[CH2:38][CH2:37][CH2:36]1. (9) Given the product [Br:1][C:2]1[N:3]([CH2:24][C:25]([OH:27])=[O:26])[C:4]2[C:9]([C:10]=1[CH:11]1[CH2:12][CH2:13][CH2:14][CH2:15][CH2:16]1)=[CH:8][CH:7]=[C:6]([C:17]([O:19][C:20]([CH3:21])([CH3:22])[CH3:23])=[O:18])[CH:5]=2, predict the reactants needed to synthesize it. The reactants are: [Br:1][C:2]1[N:3]([CH2:24][C:25]([O:27]C)=[O:26])[C:4]2[C:9]([C:10]=1[CH:11]1[CH2:16][CH2:15][CH2:14][CH2:13][CH2:12]1)=[CH:8][CH:7]=[C:6]([C:17]([O:19][C:20]([CH3:23])([CH3:22])[CH3:21])=[O:18])[CH:5]=2.Cl. (10) Given the product [CH3:18][C:4]1[CH:5]=[C:6]([O:8][C@@H:9]2[CH2:13][CH2:12][N:11]([S:14]([CH3:17])(=[O:16])=[O:15])[CH2:10]2)[CH:7]=[C:2]([CH3:1])[C:3]=1[C:19]1[CH:24]=[CH:23][CH:22]=[C:21]([CH2:25][O:26][C:27]2[CH:40]=[CH:39][C:30]3[C@H:31]([CH2:34][C:35]([OH:37])=[O:36])[CH2:32][O:33][C:29]=3[CH:28]=2)[CH:20]=1, predict the reactants needed to synthesize it. The reactants are: [CH3:1][C:2]1[CH:7]=[C:6]([O:8][C@@H:9]2[CH2:13][CH2:12][N:11]([S:14]([CH3:17])(=[O:16])=[O:15])[CH2:10]2)[CH:5]=[C:4]([CH3:18])[C:3]=1[C:19]1[CH:24]=[CH:23][CH:22]=[C:21]([CH2:25][O:26][C:27]2[CH:40]=[CH:39][C:30]3[C@H:31]([CH2:34][C:35]([O:37]C)=[O:36])[CH2:32][O:33][C:29]=3[CH:28]=2)[CH:20]=1.[OH-].[Na+].C(O)(=O)CC(CC(O)=O)(C(O)=O)O.